Dataset: Full USPTO retrosynthesis dataset with 1.9M reactions from patents (1976-2016). Task: Predict the reactants needed to synthesize the given product. (1) Given the product [O:57]=[C:51]1[C:52]([CH2:9][CH2:10][CH2:11][O:12][CH2:13][CH2:14][O:15][CH2:16][CH2:17][O:18][CH2:19][CH2:20][O:21][CH2:22][CH2:23][O:24][CH2:25][CH2:26][O:27][CH2:28][CH2:29][O:30][CH2:31][CH2:32][O:33][CH2:34][CH2:35][O:36][CH2:37][CH2:38][O:39][CH2:40][CH2:41][O:42][CH2:43][CH2:44][O:45][CH2:46][C:47]([OH:49])=[O:48])=[CH:53][C:54](=[O:56])[NH:55]1.[Br:7][CH:6]1[CH:2]([Br:1])[C:3](=[O:50])[N:4]([CH2:9][CH2:10][CH2:11][O:12][CH2:13][CH2:14][O:15][CH2:16][CH2:17][O:18][CH2:19][CH2:20][O:21][CH2:22][CH2:23][O:24][CH2:25][CH2:26][O:27][CH2:28][CH2:29][O:30][CH2:31][CH2:32][O:33][CH2:34][CH2:35][O:36][CH2:37][CH2:38][O:39][CH2:40][CH2:41][O:42][CH2:43][CH2:44][O:45][CH2:46][C:47]([OH:49])=[O:48])[C:5]1=[O:8], predict the reactants needed to synthesize it. The reactants are: [Br:1][C:2]1[C:3](=[O:50])[N:4]([CH2:9][CH2:10][CH2:11][O:12][CH2:13][CH2:14][O:15][CH2:16][CH2:17][O:18][CH2:19][CH2:20][O:21][CH2:22][CH2:23][O:24][CH2:25][CH2:26][O:27][CH2:28][CH2:29][O:30][CH2:31][CH2:32][O:33][CH2:34][CH2:35][O:36][CH2:37][CH2:38][O:39][CH2:40][CH2:41][O:42][CH2:43][CH2:44][O:45][CH2:46][C:47]([OH:49])=[O:48])[C:5](=[O:8])[C:6]=1[Br:7].[C:51]1(=[O:57])[NH:55][C:54](=[O:56])[CH:53]=[CH:52]1.BrC1C(NC(=O)C=1Br)=O.BrBr. (2) Given the product [N+:8]([C:5]1[CH:6]=[CH:7][C:2]([N:12]2[CH2:17][CH2:16][CH2:15][CH2:14][C:13]2=[O:18])=[C:3]([CH3:11])[CH:4]=1)([O-:10])=[O:9], predict the reactants needed to synthesize it. The reactants are: Br[C:2]1[CH:7]=[CH:6][C:5]([N+:8]([O-:10])=[O:9])=[CH:4][C:3]=1[CH3:11].[NH:12]1[CH2:17][CH2:16][CH2:15][CH2:14][C:13]1=[O:18].C(=O)([O-])[O-].[K+].[K+].[I-].[K+]. (3) Given the product [F:22][C:12]([F:11])([F:23])[CH:13]1[CH2:18][CH2:17][N:16]([C:19]([O:10][C:3]2[C:4]3[C:5](=[N:6][CH:7]=[CH:8][CH:9]=3)[S:1][N:2]=2)=[O:20])[CH2:15][CH2:14]1, predict the reactants needed to synthesize it. The reactants are: [S:1]1[C:5]2=[N:6][CH:7]=[CH:8][CH:9]=[C:4]2[C:3]([OH:10])=[N:2]1.[F:11][C:12]([F:23])([F:22])[CH:13]1[CH2:18][CH2:17][N:16]([C:19](Cl)=[O:20])[CH2:15][CH2:14]1. (4) The reactants are: N1(C(OC(C)(C)C)=O)CCC(C(OCOC(=O)[N:13]([C:26]2[N:35]=[C:29]3[CH:30]=[CH:31][C:32](Cl)=[CH:33][N:28]3[N:27]=2)[C:14]2[CH:19]=[CH:18][C:17]([S:20]([CH3:23])(=[O:22])=[O:21])=[CH:16][C:15]=2[O:24][CH3:25])=O)CC1.[F:44][C:45]1[CH:50]=[CH:49][C:48]([C@@H:51]([CH3:64])[C:52]([NH:54][C:55]2[CH:60]=[CH:59][C:58](B(O)O)=[CH:57][CH:56]=2)=[O:53])=[CH:47][CH:46]=1.O.P([O-])([O-])([O-])=O.[K+].[K+].[K+].C1(P(C2CCCCC2)C2C=CC=CC=2C2C(OC)=CC=CC=2OC)CCCCC1. Given the product [F:44][C:45]1[CH:46]=[CH:47][C:48]([C@@H:51]([CH3:64])[C:52]([NH:54][C:55]2[CH:56]=[CH:57][C:58]([C:32]3[CH:31]=[CH:30][C:29]4[N:28]([N:27]=[C:26]([NH:13][C:14]5[CH:19]=[CH:18][C:17]([S:20]([CH3:23])(=[O:22])=[O:21])=[CH:16][C:15]=5[O:24][CH3:25])[N:35]=4)[CH:33]=3)=[CH:59][CH:60]=2)=[O:53])=[CH:49][CH:50]=1, predict the reactants needed to synthesize it. (5) Given the product [CH2:23]([O:25][C:26]([CH:28]1[CH2:30][CH:29]1[CH2:31][N:19]1[CH2:18][CH2:17][N:16]([C:11]2[CH:12]=[CH:13][CH:14]=[CH:15][C:10]=2[CH:4]2[CH2:3][C:2]([CH3:22])([CH3:1])[CH2:7][C:6]([CH3:8])([CH3:9])[CH2:5]2)[CH2:21][CH2:20]1)=[O:27])[CH3:24], predict the reactants needed to synthesize it. The reactants are: [CH3:1][C:2]1([CH3:22])[CH2:7][C:6]([CH3:9])([CH3:8])[CH2:5][CH:4]([C:10]2[CH:15]=[CH:14][CH:13]=[CH:12][C:11]=2[N:16]2[CH2:21][CH2:20][NH:19][CH2:18][CH2:17]2)[CH2:3]1.[CH2:23]([O:25][C:26]([CH:28]1[CH2:30][CH:29]1[CH:31]=O)=[O:27])[CH3:24].C(=O)CCC. (6) Given the product [OH:38][CH2:37][C@H:33]1[CH2:34][CH2:35][CH2:36][N:32]1[CH2:1][C:3]1[S:7][CH:6]=[C:5]([C:8]2[CH:9]=[C:10]3[C:14](=[C:15]([C:17]([NH2:19])=[O:18])[CH:16]=2)[NH:13][CH:12]=[C:11]3[CH:20]2[CH2:21][CH2:22][N:23]([S:26]([CH:29]([CH3:31])[CH3:30])(=[O:28])=[O:27])[CH2:24][CH2:25]2)[CH:4]=1, predict the reactants needed to synthesize it. The reactants are: [CH:1]([C:3]1[S:7][CH:6]=[C:5]([C:8]2[CH:9]=[C:10]3[C:14](=[C:15]([C:17]([NH2:19])=[O:18])[CH:16]=2)[NH:13][CH:12]=[C:11]3[CH:20]2[CH2:25][CH2:24][N:23]([S:26]([CH:29]([CH3:31])[CH3:30])(=[O:28])=[O:27])[CH2:22][CH2:21]2)[CH:4]=1)=O.[NH:32]1[CH2:36][CH2:35][CH2:34][C@@H:33]1[CH2:37][OH:38].C(O[BH-](OC(=O)C)OC(=O)C)(=O)C.[Na+]. (7) The reactants are: [Br:1][C:2]1[CH:3]=[C:4]([NH:9]C(=O)C)[CH:5]=[C:6]([F:8])[CH:7]=1.[ClH:13]. Given the product [ClH:13].[Br:1][C:2]1[CH:3]=[C:4]([CH:5]=[C:6]([F:8])[CH:7]=1)[NH2:9], predict the reactants needed to synthesize it. (8) Given the product [N+:7]([C:10]1[CH:11]=[C:12]([CH:16]=[CH:17][C:18]=1[N+:19]([O-:21])=[O:20])[C:13]([NH:28][CH2:27][C:23]1[S:22][CH:26]=[CH:25][CH:24]=1)=[O:15])([O-:9])=[O:8], predict the reactants needed to synthesize it. The reactants are: C(Cl)(=O)C(Cl)=O.[N+:7]([C:10]1[CH:11]=[C:12]([CH:16]=[CH:17][C:18]=1[N+:19]([O-:21])=[O:20])[C:13]([OH:15])=O)([O-:9])=[O:8].[S:22]1[CH:26]=[CH:25][CH:24]=[C:23]1[CH2:27][NH2:28].